From a dataset of Forward reaction prediction with 1.9M reactions from USPTO patents (1976-2016). Predict the product of the given reaction. (1) Given the reactants Br[C:2]1[CH:11]=[CH:10][CH:9]=[C:8]2[C:3]=1[CH:4]=[CH:5][N:6]=[CH:7]2.[CH3:12][C:13]1[N:17]=[CH:16][NH:15][N:14]=1.C([O-])([O-])=O.[K+].[K+], predict the reaction product. The product is: [CH3:12][C:13]1[N:17]=[CH:16][N:15]([C:2]2[CH:11]=[CH:10][CH:9]=[C:8]3[C:3]=2[CH:4]=[CH:5][N:6]=[CH:7]3)[N:14]=1. (2) Given the reactants [CH2:1]([O:3][C:4]([C:6]1[S:14][C:13]2[C:12]([F:15])=[CH:11][N:10]=[CH:9][C:8]=2[C:7]=1[NH2:16])=[O:5])[CH3:2].[F:17][C:18]1[CH:23]=[C:22]([Si:24]([CH3:27])([CH3:26])[CH3:25])[CH:21]=[CH:20][C:19]=1OS(C(F)(F)F)(=O)=O.CC1(C)C2C(=C(P(C3C=CC=CC=3)C3C=CC=CC=3)C=CC=2)OC2C(P(C3C=CC=CC=3)C3C=CC=CC=3)=CC=CC1=2.C([O-])([O-])=O.[Cs+].[Cs+], predict the reaction product. The product is: [CH2:1]([O:3][C:4]([C:6]1[S:14][C:13]2[C:12]([F:15])=[CH:11][N:10]=[CH:9][C:8]=2[C:7]=1[NH:16][C:19]1[CH:20]=[CH:21][C:22]([Si:24]([CH3:26])([CH3:25])[CH3:27])=[CH:23][C:18]=1[F:17])=[O:5])[CH3:2].